Dataset: Catalyst prediction with 721,799 reactions and 888 catalyst types from USPTO. Task: Predict which catalyst facilitates the given reaction. (1) Reactant: [OH:1][C:2]1[CH:3]=[C:4]([CH:9]=[CH:10][C:11]=1[O:12][CH3:13])[C:5]([O:7][CH3:8])=[O:6].Br[CH2:15][CH2:16][O:17][CH3:18].C([O-])([O-])=O.[K+].[K+]. Product: [CH3:13][O:12][C:11]1[CH:10]=[CH:9][C:4]([C:5]([O:7][CH3:8])=[O:6])=[CH:3][C:2]=1[O:1][CH2:15][CH2:16][O:17][CH3:18]. The catalyst class is: 3. (2) Reactant: C(O)(=O)C.Cl.C([O:13][C:14]1[CH:15]=[C:16]([C@@:22]23[CH2:30][CH2:29][C@@H:28]([NH:31][C:32]([NH:34][C:35]4[CH:40]=[CH:39][C:38]([F:41])=[C:37]([F:42])[CH:36]=4)=[O:33])[CH2:27][C@@H:26]2[N:25]([CH3:43])[CH2:24][CH2:23]3)[CH:17]=[CH:18][C:19]=1[O:20][CH3:21])C1C=CC=CC=1. Product: [F:42][C:37]1[CH:36]=[C:35]([NH:34][C:32]([NH:31][C@H:28]2[CH2:27][C@H:26]3[C@:22]([C:16]4[CH:17]=[CH:18][C:19]([O:20][CH3:21])=[C:14]([OH:13])[CH:15]=4)([CH2:23][CH2:24][N:25]3[CH3:43])[CH2:30][CH2:29]2)=[O:33])[CH:40]=[CH:39][C:38]=1[F:41]. The catalyst class is: 50. (3) Reactant: CN(C)C=O.Cl.[Cl:7][C:8]1[CH:9]=[CH:10][C:11]([N:37]2[CH:41]=[N:40][N:39]=[N:38]2)=[C:12]([C:14]2[CH:22]=[C:21]3[N:17]([C@H:18]([C:23]4[NH:24][C:25]([C:28]5[CH:29]=[C:30]([C:33]([OH:35])=[O:34])[S:31][CH:32]=5)=[CH:26][N:27]=4)[CH2:19][CH2:20]3)[C:16](=[O:36])[CH:15]=2)[CH:13]=1.F[P-](F)(F)(F)(F)F.N1(O[P+](N(C)C)(N(C)C)N(C)C)[C:53]2C=CC=C[C:52]=2N=N1.C(N(CC)C(C)C)(C)C. Product: [Cl:7][C:8]1[CH:9]=[CH:10][C:11]([N:37]2[CH:41]=[N:40][N:39]=[N:38]2)=[C:12]([C:14]2[CH:22]=[C:21]3[N:17]([C@H:18]([C:23]4[NH:24][C:25]([C:28]5[CH:29]=[C:30]([C:33]([O:35][CH2:52][CH3:53])=[O:34])[S:31][CH:32]=5)=[CH:26][N:27]=4)[CH2:19][CH2:20]3)[C:16](=[O:36])[CH:15]=2)[CH:13]=1. The catalyst class is: 97. (4) Reactant: CCN(C(C)C)C(C)C.[NH:10]1[CH2:14][CH2:13][C@H:12]([OH:15])[CH2:11]1.[C:16]([C:20]1[N:28]=[C:27]2[C:23]([N:24]=[CH:25][N:26]2[CH2:29][C:30]2[N:34]([CH:35]([CH3:37])[CH3:36])[N:33]=[N:32][N:31]=2)=[C:22](Cl)[N:21]=1)([CH3:19])([CH3:18])[CH3:17].C(O)(=O)CC(CC(O)=O)(C(O)=O)O. Product: [C:16]([C:20]1[N:28]=[C:27]2[C:23]([N:24]=[CH:25][N:26]2[CH2:29][C:30]2[N:34]([CH:35]([CH3:37])[CH3:36])[N:33]=[N:32][N:31]=2)=[C:22]([N:10]2[CH2:14][CH2:13][C@H:12]([OH:15])[CH2:11]2)[N:21]=1)([CH3:19])([CH3:17])[CH3:18]. The catalyst class is: 10. (5) Reactant: [C:1]1([C:7]2[C:8]3[C:13]([CH:14]=[C:15]4[C:20]=2[CH:19]=[CH:18][CH:17]=[CH:16]4)=[CH:12][CH:11]=[CH:10][CH:9]=3)[CH:6]=[CH:5][CH:4]=[CH:3][CH:2]=1.[Br:21]Br. Product: [Br:21][C:14]1[C:13]2[C:8](=[CH:9][CH:10]=[CH:11][CH:12]=2)[C:7]([C:1]2[CH:2]=[CH:3][CH:4]=[CH:5][CH:6]=2)=[C:20]2[C:15]=1[CH:16]=[CH:17][CH:18]=[CH:19]2. The catalyst class is: 4. (6) Reactant: [C:1]1([C@@H:7]([NH:9][CH:10]2[CH:15]([C:16]([O:18][CH2:19][CH3:20])=[O:17])[CH2:14][CH2:13][N:12]([C:21]([O:23][C:24]([CH3:27])([CH3:26])[CH3:25])=[O:22])[CH2:11]2)[CH3:8])[CH:6]=[CH:5][CH:4]=[CH:3][CH:2]=1.[Na]. Product: [C:1]1([C@@H:7]([NH:9][C@H:10]2[C@H:15]([C:16]([O:18][CH2:19][CH3:20])=[O:17])[CH2:14][CH2:13][N:12]([C:21]([O:23][C:24]([CH3:26])([CH3:25])[CH3:27])=[O:22])[CH2:11]2)[CH3:8])[CH:6]=[CH:5][CH:4]=[CH:3][CH:2]=1. The catalyst class is: 14. (7) Reactant: [C:1]([NH:4][C@H:5]([CH2:11][C:12]1[CH:17]=[CH:16][CH:15]=[C:14]([N+:18]([O-:20])=[O:19])[CH:13]=1)[C:6](OCC)=[O:7])(=[O:3])[CH3:2].[BH4-].[Na+]. Product: [OH:7][CH2:6][C@H:5]([NH:4][C:1](=[O:3])[CH3:2])[CH2:11][C:12]1[CH:17]=[CH:16][CH:15]=[C:14]([N+:18]([O-:20])=[O:19])[CH:13]=1. The catalyst class is: 8. (8) Product: [Cl:1][C:2]1[CH:3]=[C:4]([N:8]([C:17]2[C:18]([C:29]([F:31])([F:32])[F:30])=[CH:19][C:20]([N+:26]([O-:28])=[O:27])=[CH:21][C:22]=2[N+:23]([O-:25])=[O:24])[C:9](=[O:13])[O:10][CH2:11][CH3:12])[CH:5]=[CH:6][CH:7]=1. The catalyst class is: 270. Reactant: [Cl:1][C:2]1[CH:3]=[C:4]([NH:8][C:9](=[O:13])[O:10][CH2:11][CH3:12])[CH:5]=[CH:6][CH:7]=1.[H-].[Na+].Cl[C:17]1[C:22]([N+:23]([O-:25])=[O:24])=[CH:21][C:20]([N+:26]([O-:28])=[O:27])=[CH:19][C:18]=1[C:29]([F:32])([F:31])[F:30].Cl. (9) Reactant: [CH:1]12[CH2:7][CH:4]([CH:5]=[CH:6]1)[CH2:3][CH:2]2[C:8]([O:10][CH2:11][CH2:12][OH:13])=[O:9].[CH:14]12[CH2:20][CH:17]([CH:18]=[CH:19]1)[CH2:16][CH:15]2[C:21]([O:23][C:24]([CH3:27])([CH3:26])[CH3:25])=[O:22].[CH:28]12[CH2:34][CH:31]([CH:32]=[CH:33]1)[CH2:30][CH:29]2[C:35]([OH:37])=[O:36].[C:38]([O:42][CH2:43][CH2:44][CH:45]([O:47][C:48](=[O:51])[CH:49]=[CH2:50])[CH3:46])(=[O:41])[CH:39]=[CH2:40].[C:52]1(=[O:58])[O:57][C:55](=[O:56])[CH:54]=[CH:53]1.N(C(C)(C)C#N)=NC(C)(C)C#N. Product: [C:55]1(=[O:56])[O:57][C:52](=[O:58])[CH:53]=[CH:54]1.[CH:1]12[CH2:7][CH:4]([CH:5]=[CH:6]1)[CH2:3][CH:2]2[C:8]([O:10][CH2:11][CH2:12][OH:13])=[O:9].[CH:14]12[CH2:20][CH:17]([CH:18]=[CH:19]1)[CH2:16][CH:15]2[C:21]([O:23][C:24]([CH3:27])([CH3:26])[CH3:25])=[O:22].[CH:28]12[CH2:34][CH:31]([CH:32]=[CH:33]1)[CH2:30][CH:29]2[C:35]([OH:37])=[O:36].[C:38]([O:42][CH2:43][CH2:44][CH:45]([O:47][C:48](=[O:51])[CH:49]=[CH2:50])[CH3:46])(=[O:41])[CH:39]=[CH2:40]. The catalyst class is: 7. (10) Reactant: [CH3:1][Li].[C:3]1([C@@H:9]([CH3:14])[CH2:10][C:11]([OH:13])=O)[CH:8]=[CH:7][CH:6]=[CH:5][CH:4]=1. Product: [C:3]1([C@@H:9]([CH3:14])[CH2:10][C:11](=[O:13])[CH3:1])[CH:4]=[CH:5][CH:6]=[CH:7][CH:8]=1. The catalyst class is: 28.